From a dataset of Reaction yield outcomes from USPTO patents with 853,638 reactions. Predict the reaction yield, written as a fraction of the theoretical maximum amount of product (1.0 means a 100% yield; for example, 0.34 means a 34% yield). (1) The reactants are [N:1]1([C:7]2[N:12]=[C:11]([N:13]3[CH2:18][CH2:17][O:16][CH2:15][CH2:14]3)[N:10]=[C:9]([C:19]3[CH:25]=[CH:24][C:22]([NH2:23])=[CH:21][CH:20]=3)[N:8]=2)[CH2:6][CH2:5][O:4][CH2:3][CH2:2]1.[F:26][C:27]1[CH:32]=[CH:31][C:30]([N:33]=[C:34]=[O:35])=[CH:29][CH:28]=1. No catalyst specified. The product is [N:1]1([C:7]2[N:12]=[C:11]([N:13]3[CH2:18][CH2:17][O:16][CH2:15][CH2:14]3)[N:10]=[C:9]([C:19]3[CH:25]=[CH:24][C:22]([NH:23][C:34]([NH:33][C:30]4[CH:31]=[CH:32][C:27]([F:26])=[CH:28][CH:29]=4)=[O:35])=[CH:21][CH:20]=3)[N:8]=2)[CH2:2][CH2:3][O:4][CH2:5][CH2:6]1. The yield is 0.330. (2) The yield is 0.870. The reactants are Br[C:2]1[CH:26]=[CH:25][C:5]2[NH:6][C:7]([C@@H:9]3[CH2:13][CH2:12][CH2:11][N:10]3[C:14](=[O:24])[C@@H:15]([NH:19][C:20](=[O:23])[O:21][CH3:22])[CH:16]([CH3:18])[CH3:17])=[N:8][C:4]=2[CH:3]=1.[CH3:27][C:28]1([CH3:44])[C:32]([CH3:34])([CH3:33])[O:31][B:30]([B:30]2[O:31][C:32]([CH3:34])([CH3:33])[C:28]([CH3:44])([CH3:27])[O:29]2)[O:29]1.C([O-])(=O)C.[K+]. The product is [CH3:17][CH:16]([CH3:18])[C@H:15]([NH:19][C:20](=[O:23])[O:21][CH3:22])[C:14](=[O:24])[N:10]1[CH2:11][CH2:12][CH2:13][C@H:9]1[C:7]1[NH:6][C:5]2[CH:25]=[CH:26][C:2]([B:30]3[O:31][C:32]([CH3:34])([CH3:33])[C:28]([CH3:44])([CH3:27])[O:29]3)=[CH:3][C:4]=2[N:8]=1. The catalyst is O1CCOCC1. (3) The reactants are [N:1]1[N:5]2[CH:6]=[CH:7][C:8]([C:10](O)=O)=[CH:9][C:4]2=[CH:3][CH:2]=1.[NH3:13].O=P(Cl)(Cl)Cl.C1[CH2:23][O:22]CC1. No catalyst specified. The product is [CH:23]([C:3]1[CH:2]=[N:1][N:5]2[CH:6]=[CH:7][C:8]([C:10]#[N:13])=[CH:9][C:4]=12)=[O:22]. The yield is 0.550. (4) The reactants are [C:1]([O:9][C@@H:10]1[C@H:14]([CH2:15][O:16][C:17](=[O:24])[C:18]2[CH:23]=[CH:22][CH:21]=[CH:20][CH:19]=2)[O:13][C@H:12]([N:25]2[CH:32]=[CH:31][C:29](=[O:30])[NH:28][C:26]2=[O:27])[C@H:11]1[OH:33])(=[O:8])[C:2]1[CH:7]=[CH:6][CH:5]=[CH:4][CH:3]=1.C1(N=C=NC2CCCCC2)CCCCC1.ClC(Cl)C(O)=O.C(O)(=O)C(O)=O.[BH4-].[Na+]. The catalyst is C(OCC)(=O)C.CO.N1C=CC=CC=1.C1C=CC=CC=1.CS(C)=O. The product is [C:1]([O:9][C@H:10]1[C@H:14]([CH2:15][O:16][C:17](=[O:24])[C:18]2[CH:23]=[CH:22][CH:21]=[CH:20][CH:19]=2)[O:13][C@H:12]([N:25]2[CH:32]=[CH:31][C:29](=[O:30])[NH:28][C:26]2=[O:27])[C@@H:11]1[OH:33])(=[O:8])[C:2]1[CH:7]=[CH:6][CH:5]=[CH:4][CH:3]=1. The yield is 0.660. (5) The reactants are [N:1]1[C:10]2[CH:9]=[CH:8][CH:7]=[C:6]([CH:11]=O)[C:5]=2[CH:4]=[CH:3][CH:2]=1.[OH-:13].[K+].[CH:15](Br)(Br)Br.[OH-:19].[K+].[CH3:21][OH:22]. The catalyst is CO.O1CCOCC1. The product is [CH3:15][O:13][CH:11]([C:6]1[CH:7]=[CH:8][CH:9]=[C:10]2[C:5]=1[CH:4]=[CH:3][CH:2]=[N:1]2)[C:21]([OH:22])=[O:19]. The yield is 0.580.